From a dataset of Full USPTO retrosynthesis dataset with 1.9M reactions from patents (1976-2016). Predict the reactants needed to synthesize the given product. (1) Given the product [Cl:9][CH2:10][C:11]([NH:6][NH:5][C:3](=[O:4])[C:2]([CH3:8])([CH3:7])[CH3:1])=[O:12], predict the reactants needed to synthesize it. The reactants are: [CH3:1][C:2]([CH3:8])([CH3:7])[C:3]([NH:5][NH2:6])=[O:4].[Cl:9][CH2:10][C:11](Cl)=[O:12].C(=O)([O-])O.[Na+]. (2) The reactants are: Cl.[N+:2]([C:5]1[CH:13]=[C:12]([CH2:14][N:15]2[CH2:20][CH2:19][CH2:18][CH2:17][CH2:16]2)[CH:11]=[CH:10][C:6]=1[C:7]([OH:9])=O)([O-:4])=[O:3].S(Cl)(Cl)=O.[F:25][C:26]1[CH:27]=[C:28]([CH:40]=[C:41]([F:43])[CH:42]=1)[CH2:29][C:30]1[CH:31]=[C:32]2[C:36](=[CH:37][CH:38]=1)[NH:35][N:34]=[C:33]2[NH2:39].[NH4+].[OH-]. Given the product [F:25][C:26]1[CH:27]=[C:28]([CH:40]=[C:41]([F:43])[CH:42]=1)[CH2:29][C:30]1[CH:31]=[C:32]2[C:36](=[CH:37][CH:38]=1)[NH:35][N:34]=[C:33]2[NH:39][C:7](=[O:9])[C:6]1[CH:10]=[CH:11][C:12]([CH2:14][N:15]2[CH2:20][CH2:19][CH2:18][CH2:17][CH2:16]2)=[CH:13][C:5]=1[N+:2]([O-:4])=[O:3], predict the reactants needed to synthesize it. (3) Given the product [CH3:3][N:4]([CH:6]1[CH2:11][CH2:10][CH2:9][CH2:8][CH2:7]1)[CH3:5], predict the reactants needed to synthesize it. The reactants are: [H][H].[CH3:3][NH:4][CH3:5].[C:6]1(=O)[CH2:11][CH2:10][CH2:9][CH2:8][CH2:7]1.CNC.C1(=O)CCCCC1. (4) Given the product [C:1]([C:5]1[CH:6]=[C:7]([NH:11][C:12]([CH:13]2[CH2:18][CH2:17][CH2:16][NH:15][CH:14]2[C:19]2[CH:24]=[CH:23][CH:22]=[C:21]([F:25])[CH:20]=2)=[O:26])[CH:8]=[CH:9][CH:10]=1)([CH3:4])([CH3:2])[CH3:3], predict the reactants needed to synthesize it. The reactants are: [C:1]([C:5]1[CH:6]=[C:7]([NH:11][C:12](=[O:26])[C:13]2[CH:18]=[CH:17][CH:16]=[N:15][C:14]=2[C:19]2[CH:24]=[CH:23][CH:22]=[C:21]([F:25])[CH:20]=2)[CH:8]=[CH:9][CH:10]=1)([CH3:4])([CH3:3])[CH3:2].Cl. (5) Given the product [CH2:31]([O:30][C:8]1[CH:7]=[C:6]([C:4]([OH:5])=[O:3])[CH:11]=[CH:10][C:9]=1[C:12]1[CH:17]=[CH:16][C:15]([C:18]2[S:19][CH:20]=[CH:21][C:22]=2[NH:23][S:24]([CH:27]([CH3:28])[CH3:29])(=[O:26])=[O:25])=[CH:14][CH:13]=1)[CH3:32], predict the reactants needed to synthesize it. The reactants are: C([O:3][C:4]([C:6]1[CH:11]=[CH:10][C:9]([C:12]2[CH:17]=[CH:16][C:15]([C:18]3[S:19][CH:20]=[CH:21][C:22]=3[NH:23][S:24]([CH:27]([CH3:29])[CH3:28])(=[O:26])=[O:25])=[CH:14][CH:13]=2)=[C:8]([O:30][CH2:31][CH3:32])[CH:7]=1)=[O:5])C.[OH-].[Na+]. (6) The reactants are: [NH2:1][C@H:2]1[CH2:6][CH2:5][N:4]([C:7]2[CH:19]=[CH:18][C:10]([C:11]([O:13][C:14]([CH3:17])([CH3:16])[CH3:15])=[O:12])=[CH:9][CH:8]=2)[CH2:3]1.CCN(CC)CC.Cl.[C:28](Cl)(=[O:35])[C:29]1[CH:34]=[CH:33][CH:32]=[N:31][CH:30]=1. Given the product [C:28]([NH:1][C@H:2]1[CH2:6][CH2:5][N:4]([C:7]2[CH:19]=[CH:18][C:10]([C:11]([O:13][C:14]([CH3:16])([CH3:15])[CH3:17])=[O:12])=[CH:9][CH:8]=2)[CH2:3]1)(=[O:35])[C:29]1[CH:34]=[CH:33][CH:32]=[N:31][CH:30]=1, predict the reactants needed to synthesize it.